The task is: Binary classification across 12 toxicity assays.. This data is from Tox21: 12 toxicity assays (nuclear receptors and stress response pathways). The molecule is C[C@]12CC[C@@H]3[C@H]4CCC(=O)C=C4CC[C@H]3[C@@H]1CC[C@@H]2O. It tested positive (active) for: NR-AR (Androgen Receptor agonist activity), NR-AR-LBD (Androgen Receptor Ligand Binding Domain agonist), NR-ER (Estrogen Receptor agonist activity), NR-ER-LBD (Estrogen Receptor Ligand Binding Domain agonist), and SR-ARE (Antioxidant Response Element (oxidative stress)).